Dataset: Forward reaction prediction with 1.9M reactions from USPTO patents (1976-2016). Task: Predict the product of the given reaction. (1) The product is: [NH2:1][C:2]1[C:3]([C:27](=[O:28])[NH2:29])=[CH:4][C:5]2[C:13]3[C:8](=[CH:9][CH:10]=[CH:11][CH:12]=3)[N:7]([CH2:14][C@@H:15]([NH:18][C:19](=[O:25])[O:20][C:21]([CH3:22])([CH3:23])[CH3:24])[CH2:17][O:37][CH2:30][C:31]3[CH:36]=[CH:35][CH:34]=[CH:33][CH:32]=3)[C:6]=2[N:26]=1. Given the reactants [NH2:1][C:2]1[C:3]([C:27]([NH2:29])=[O:28])=[CH:4][C:5]2[C:13]3[C:8](=[CH:9][CH:10]=[CH:11][CH:12]=3)[N:7]([CH2:14][C:15]3([NH:18][C:19](=[O:25])[O:20][C:21]([CH3:24])([CH3:23])[CH3:22])[CH2:17]C3)[C:6]=2[N:26]=1.[CH2:30]([O:37]C[C@H](NC(=O)OC(C)(C)C)CI)[C:31]1[CH:36]=[CH:35][CH:34]=[CH:33][CH:32]=1.IC[C@@H](NC(=O)OC(C)(C)C)C.N(C(OC(C)(C)C)=O)[C@H](CO)COCC1C=CC=CC=1.ICC1(NC(=O)OC(C)(C)C)CC1, predict the reaction product. (2) Given the reactants [CH3:1][O:2][C:3]1[N:8]=[CH:7][C:6]([CH2:9][OH:10])=[CH:5][CH:4]=1.[Cl:11][C:12]1[C:17]([Cl:18])=[CH:16][CH:15]=[CH:14][C:13]=1[S:19]([NH:22][C:23]1[C:28](Cl)=[N:27][C:26]([Cl:30])=[CH:25][N:24]=1)(=[O:21])=[O:20], predict the reaction product. The product is: [Cl:11][C:12]1[C:17]([Cl:18])=[CH:16][CH:15]=[CH:14][C:13]=1[S:19]([NH:22][C:23]1[C:28]([O:10][CH2:9][C:6]2[CH:7]=[N:8][C:3]([O:2][CH3:1])=[CH:4][CH:5]=2)=[N:27][C:26]([Cl:30])=[CH:25][N:24]=1)(=[O:21])=[O:20]. (3) Given the reactants [Cl:1][C:2]1[S:3][CH:4]=[CH:5][C:6]=1[C:7]1[CH:15]=[CH:14][C:10]([C:11]([OH:13])=O)=[CH:9][CH:8]=1.C1(N=C=NC2CCCCC2)CCCCC1.CN(C1C=CC=CN=1)C.[C:40]12([CH2:50][NH:51][C:52]3[CH:57]=[CH:56][C:55]([S:58]([NH:61]CC4C=CC(I)=CC=4)(=[O:60])=[O:59])=[CH:54][C:53]=3[N+:70]([O-:72])=[O:71])[CH2:49][CH:44]3[CH2:45][CH:46]([CH2:48][CH:42]([CH2:43]3)[CH2:41]1)[CH2:47]2.CC1C=CC(S(O)(=O)=O)=CC=1, predict the reaction product. The product is: [C:40]12([CH2:50][NH:51][C:52]3[CH:57]=[CH:56][C:55]([S:58]([NH:61][C:11](=[O:13])[C:10]4[CH:9]=[CH:8][C:7]([C:6]5[CH:5]=[CH:4][S:3][C:2]=5[Cl:1])=[CH:15][CH:14]=4)(=[O:60])=[O:59])=[CH:54][C:53]=3[N+:70]([O-:72])=[O:71])[CH2:49][CH:44]3[CH2:43][CH:42]([CH2:48][CH:46]([CH2:45]3)[CH2:47]1)[CH2:41]2.